Task: Predict the reactants needed to synthesize the given product.. Dataset: Full USPTO retrosynthesis dataset with 1.9M reactions from patents (1976-2016) (1) Given the product [C:3]([O:7][C:8]([N:10]1[CH2:15][CH2:14][C:13]2([N:16]=[C:17](/[CH:18]=[CH:19]/[C:20]3[CH:25]=[CH:24][CH:23]=[C:22]([C:26]([F:29])([F:28])[F:27])[CH:21]=3)[NH:32][C:31]2=[O:33])[CH2:12][CH2:11]1)=[O:9])([CH3:6])([CH3:5])[CH3:4], predict the reactants needed to synthesize it. The reactants are: [OH-].[Na+].[C:3]([O:7][C:8]([N:10]1[CH2:15][CH2:14][C:13]([C:31](=[O:33])[NH2:32])([NH:16][C:17](=O)/[CH:18]=[CH:19]/[C:20]2[CH:25]=[CH:24][CH:23]=[C:22]([C:26]([F:29])([F:28])[F:27])[CH:21]=2)[CH2:12][CH2:11]1)=[O:9])([CH3:6])([CH3:5])[CH3:4]. (2) Given the product [CH:18]12[CH2:24][CH:21]([NH:22][CH2:23]1)[CH2:20][N:19]2[C:9]([O:11][C:12]([CH3:13])([CH3:14])[CH3:15])=[O:10], predict the reactants needed to synthesize it. The reactants are: [C:12]([O:11][C:9](O[C:9]([O:11][C:12]([CH3:15])([CH3:14])[CH3:13])=[O:10])=[O:10])([CH3:15])([CH3:14])[CH3:13].Br.Br.[CH:18]12[CH2:24][CH:21]([NH:22][CH2:23]1)[CH2:20][NH:19]2.C(N(CC)CC)C. (3) Given the product [ClH:30].[C:19]1([C:25]2[CH:26]=[CH:27][C:28]([CH2:29][S:18][C:9]3[NH:8][C@H:7]([C:1]4[CH:2]=[CH:3][CH:4]=[CH:5][CH:6]=4)[C@H:11]([C:12]4[CH:13]=[CH:14][CH:15]=[CH:16][CH:17]=4)[N:10]=3)=[CH:31][CH:32]=2)[CH:20]=[CH:21][CH:22]=[CH:23][CH:24]=1, predict the reactants needed to synthesize it. The reactants are: [C:1]1([C@H:7]2[C@@H:11]([C:12]3[CH:17]=[CH:16][CH:15]=[CH:14][CH:13]=3)[NH:10][C:9](=[S:18])[NH:8]2)[CH:6]=[CH:5][CH:4]=[CH:3][CH:2]=1.[C:19]1([C:25]2[CH:32]=[CH:31][C:28]([CH2:29][Cl:30])=[CH:27][CH:26]=2)[CH:24]=[CH:23][CH:22]=[CH:21][CH:20]=1. (4) Given the product [CH3:31][NH:32][C:27]([C:24]1[N:25]=[N:26][C:21]([O:20][CH2:19][C:17]2[CH:16]=[CH:15][C:12]3[CH2:13][CH2:14][N:8]([C:6]([O:5][C:2]([CH3:1])([CH3:4])[CH3:3])=[O:7])[CH2:9][CH2:10][C:11]=3[CH:18]=2)=[CH:22][CH:23]=1)=[O:29], predict the reactants needed to synthesize it. The reactants are: [CH3:1][C:2]([O:5][C:6]([N:8]1[CH2:14][CH2:13][C:12]2[CH:15]=[CH:16][C:17]([CH2:19][O:20][C:21]3[N:26]=[N:25][C:24]([C:27]([OH:29])=O)=[CH:23][CH:22]=3)=[CH:18][C:11]=2[CH2:10][CH2:9]1)=[O:7])([CH3:4])[CH3:3].O=[C:31](N1C=CN=C1)[N:32]1C=CN=C1.CN. (5) Given the product [Br:1][C:2]1[C:10]2[O:9][N:8]=[C:7]([NH:11][C:12]3[CH:17]=[CH:16][CH:15]=[C:14]([NH2:18])[CH:13]=3)[C:6]=2[CH:5]=[CH:4][CH:3]=1, predict the reactants needed to synthesize it. The reactants are: [Br:1][C:2]1[C:10]2[O:9][N:8]=[C:7]([NH:11][C:12]3[CH:17]=[CH:16][CH:15]=[C:14]([N+:18]([O-])=O)[CH:13]=3)[C:6]=2[CH:5]=[CH:4][CH:3]=1.[Cl-].[NH4+]. (6) Given the product [O:1]1[C:5]2([CH2:10][CH2:9][CH:8]([C:11]3[N:16]=[CH:15][C:14]([NH:17][C:25](=[O:26])[O:27][CH2:28][C:29]4[CH:34]=[CH:33][CH:32]=[CH:31][CH:30]=4)=[CH:13][CH:12]=3)[CH2:7][CH2:6]2)[O:4][CH2:3][CH2:2]1, predict the reactants needed to synthesize it. The reactants are: [O:1]1[C:5]2([CH2:10][CH2:9][CH:8]([C:11]3[N:16]=[CH:15][C:14]([NH2:17])=[CH:13][CH:12]=3)[CH2:7][CH2:6]2)[O:4][CH2:3][CH2:2]1.N1C=CC=CC=1.Cl[C:25]([O:27][CH2:28][C:29]1[CH:34]=[CH:33][CH:32]=[CH:31][CH:30]=1)=[O:26].